This data is from Reaction yield outcomes from USPTO patents with 853,638 reactions. The task is: Predict the reaction yield, written as a fraction of the theoretical maximum amount of product (1.0 means a 100% yield; for example, 0.34 means a 34% yield). (1) The reactants are [C:1]([O:5][C:6]([N:8]1[CH2:12][CH2:11][CH2:10][C@@H:9]1[CH2:13][O:14][C:15]1[CH:20]=[CH:19][C:18]([OH:21])=[CH:17][CH:16]=1)=[O:7])([CH3:4])([CH3:3])[CH3:2].[F:22][C:23]([F:33])([F:32])[C:24]1[CH:25]=[C:26]([CH:29]=[CH:30][CH:31]=1)[CH2:27]Br. No catalyst specified. The product is [C:1]([O:5][C:6]([N:8]1[CH2:12][CH2:11][CH2:10][C@@H:9]1[CH2:13][O:14][C:15]1[CH:20]=[CH:19][C:18]([O:21][CH2:27][C:26]2[CH:29]=[CH:30][CH:31]=[C:24]([C:23]([F:22])([F:32])[F:33])[CH:25]=2)=[CH:17][CH:16]=1)=[O:7])([CH3:4])([CH3:2])[CH3:3]. The yield is 0.550. (2) The reactants are Br[C:2]1[CH:3]=[C:4]2[C:9](=[CH:10][C:11]=1[Cl:12])[N:8]([C:13]1[C:17]3[CH2:18][N:19]([C:22](=[O:24])[CH3:23])[CH2:20][CH2:21][C:16]=3[N:15]([CH:25]3[CH2:30][CH2:29][O:28][CH2:27][CH2:26]3)[N:14]=1)[CH2:7][CH2:6][CH2:5]2.C1(P(C2CCCCC2)C2C=CC=CC=2C2C(C(C)C)=CC(C(C)C)=CC=2C(C)C)CCCCC1.[CH3:65][NH:66][C:67](=[O:83])[C:68]1[CH:73]=[CH:72][C:71](B2OC(C)(C)C(C)(C)O2)=[CH:70][N:69]=1.C([O-])([O-])=O.[Na+].[Na+]. The catalyst is C1COCC1.O.CC(C1C=C(C(C)C)C(C2C=CC=C(P(C3CCCCC3)C3CCCCC3)C=2)=C(C(C)C)C=1)C.C1C=[C-]C(C2C(N)=CC=CC=2)=CC=1.Cl[Pd+]. The product is [C:22]([N:19]1[CH2:20][CH2:21][C:16]2[N:15]([CH:25]3[CH2:30][CH2:29][O:28][CH2:27][CH2:26]3)[N:14]=[C:13]([N:8]3[C:9]4[C:4](=[CH:3][C:2]([C:71]5[CH:72]=[CH:73][C:68]([C:67]([NH:66][CH3:65])=[O:83])=[N:69][CH:70]=5)=[C:11]([Cl:12])[CH:10]=4)[CH2:5][CH2:6][CH2:7]3)[C:17]=2[CH2:18]1)(=[O:24])[CH3:23]. The yield is 0.270.